From a dataset of Forward reaction prediction with 1.9M reactions from USPTO patents (1976-2016). Predict the product of the given reaction. (1) Given the reactants [C:1]([CH2:4][N:5]1[CH2:18][CH2:17][CH2:16][N:15]2[CH2:19][CH:20]([CH2:22][C:23]3[CH:28]=[CH:27][C:26]([NH2:29])=[CH:25][CH:24]=3)[CH2:21][N:8]([CH2:9][CH2:10][CH2:11][N:12]([CH2:30][C:31]([OH:33])=[O:32])[CH2:13][CH2:14]2)[CH2:7][CH2:6]1)([OH:3])=[O:2].[C:34](Cl)(Cl)=[S:35], predict the reaction product. The product is: [C:1]([CH2:4][N:5]1[CH2:18][CH2:17][CH2:16][N:15]2[CH2:19][CH:20]([CH2:22][C:23]3[CH:24]=[CH:25][C:26]([N:29]=[C:34]=[S:35])=[CH:27][CH:28]=3)[CH2:21][N:8]([CH2:9][CH2:10][CH2:11][N:12]([CH2:30][C:31]([OH:33])=[O:32])[CH2:13][CH2:14]2)[CH2:7][CH2:6]1)([OH:3])=[O:2]. (2) Given the reactants [Br:1][C:2]1[CH:7]=[CH:6][C:5](F)=[C:4]([N+:9]([O-:11])=[O:10])[CH:3]=1.[NH2:12][CH2:13][CH:14]1[CH2:19][CH2:18][O:17][CH2:16][CH2:15]1, predict the reaction product. The product is: [Br:1][C:2]1[CH:7]=[CH:6][C:5]([NH:12][CH2:13][CH:14]2[CH2:19][CH2:18][O:17][CH2:16][CH2:15]2)=[C:4]([N+:9]([O-:11])=[O:10])[CH:3]=1. (3) Given the reactants [CH:1]([C:3]1[CH:8]=[C:7]([N:9]2[CH:13]=[N:12][N:11]=[N:10]2)[CH:6]=[CH:5][C:4]=1[CH2:14][C:15]([OH:17])=O)=[CH2:2].Cl.[N:19]1([CH2:25][CH2:26][C:27]2[CH:36]=[CH:35][C:30]3[C:31](=[O:34])[O:32][CH2:33][C:29]=3[CH:28]=2)[CH2:24][CH2:23][NH:22][CH2:21][CH2:20]1.C(Cl)CCl.C1C=CC2N(O)N=NC=2C=1, predict the reaction product. The product is: [CH:1]([C:3]1[CH:8]=[C:7]([N:9]2[CH:13]=[N:12][N:11]=[N:10]2)[CH:6]=[CH:5][C:4]=1[CH2:14][C:15]([N:22]1[CH2:23][CH2:24][N:19]([CH2:25][CH2:26][C:27]2[CH:36]=[CH:35][C:30]3[C:31](=[O:34])[O:32][CH2:33][C:29]=3[CH:28]=2)[CH2:20][CH2:21]1)=[O:17])=[CH2:2].